Dataset: Reaction yield outcomes from USPTO patents with 853,638 reactions. Task: Predict the reaction yield, written as a fraction of the theoretical maximum amount of product (1.0 means a 100% yield; for example, 0.34 means a 34% yield). The reactants are C([O:3][C:4]([C:6]1[C:7](=[O:33])[NH:8][C:9]2[C:14]([CH:15]=1)=[CH:13][C:12](/[CH:16]=[CH:17]/[C:18](=[O:32])[N:19]([CH3:31])[CH2:20][C:21]1[S:25][C:24]3[CH:26]=[CH:27][CH:28]=[CH:29][C:23]=3[C:22]=1[CH3:30])=[CH:11][N:10]=2)=[O:5])C.[OH-].[Na+:35]. The catalyst is CO.C(Cl)Cl.O. The product is [Na+:35].[CH3:31][N:19]([CH2:20][C:21]1[S:25][C:24]2[CH:26]=[CH:27][CH:28]=[CH:29][C:23]=2[C:22]=1[CH3:30])[C:18](/[CH:17]=[CH:16]/[C:12]1[CH:13]=[C:14]2[C:9](=[N:10][CH:11]=1)[NH:8][C:7](=[O:33])[C:6]([C:4]([O-:5])=[O:3])=[CH:15]2)=[O:32]. The yield is 0.250.